Dataset: Reaction yield outcomes from USPTO patents with 853,638 reactions. Task: Predict the reaction yield, written as a fraction of the theoretical maximum amount of product (1.0 means a 100% yield; for example, 0.34 means a 34% yield). (1) The reactants are [OH:1][C:2]1[CH:7]=[CH:6][C:5]([CH2:8][C:9]([O:11][CH3:12])=[O:10])=[CH:4][C:3]=1[O:13][CH3:14].[Cl:15][C:16]1[CH:33]=[CH:32][C:19]([CH2:20][CH2:21][NH:22][C:23](=[O:31])[C:24]2[CH:29]=[CH:28][C:27](I)=[CH:26][CH:25]=2)=[CH:18][CH:17]=1.CC(C)(C(=O)CC(=O)C(C)(C)C)C.C([O-])([O-])=O.[Cs+].[Cs+]. The catalyst is CN1C(=O)CCC1. The product is [Cl:15][C:16]1[CH:17]=[CH:18][C:19]([CH2:20][CH2:21][NH:22][C:23]([C:24]2[CH:25]=[CH:26][C:27]([O:1][C:2]3[CH:7]=[CH:6][C:5]([CH2:8][C:9]([O:11][CH3:12])=[O:10])=[CH:4][C:3]=3[O:13][CH3:14])=[CH:28][CH:29]=2)=[O:31])=[CH:32][CH:33]=1. The yield is 0.446. (2) The reactants are [CH3:1][O:2][C:3]1[C:8]2[CH2:9][CH2:10][CH2:11][C:12](=O)[CH2:13][C:7]=2[CH:6]=[CH:5][C:4]=1[N+:15]([O-:17])=[O:16].[N:18]1([CH2:24][CH2:25][OH:26])[CH2:23][CH2:22][NH:21][CH2:20][CH2:19]1.C(O)(=O)C.C(O[BH-](OC(=O)C)OC(=O)C)(=O)C.[Na+].C(=O)(O)[O-].[Na+].[OH-].[Na+]. The catalyst is C(Cl)Cl. The product is [CH3:1][O:2][C:3]1[C:8]2[CH2:9][CH2:10][CH2:11][CH:12]([N:21]3[CH2:22][CH2:23][N:18]([CH2:24][CH2:25][OH:26])[CH2:19][CH2:20]3)[CH2:13][C:7]=2[CH:6]=[CH:5][C:4]=1[N+:15]([O-:17])=[O:16]. The yield is 0.850.